Task: Predict the product of the given reaction.. Dataset: Forward reaction prediction with 1.9M reactions from USPTO patents (1976-2016) (1) Given the reactants [CH2:1]([O:3][CH:4]([N:14]1[CH:18]=[CH:17][C:16]([CH3:19])=[C:15]1[C:20]([O:22][CH3:23])=[O:21])[CH:5]([N+:11]([O-])=O)[C:6]([O:8][CH2:9][CH3:10])=[O:7])[CH3:2].[BH4-].[Na+].Cl, predict the reaction product. The product is: [NH2:11][CH:5]([C:6]([O:8][CH2:9][CH3:10])=[O:7])[CH:4]([N:14]1[CH:18]=[CH:17][C:16]([CH3:19])=[C:15]1[C:20]([O:22][CH3:23])=[O:21])[O:3][CH2:1][CH3:2]. (2) Given the reactants [F:1][C:2]([F:15])([F:14])[S:3]([O:6]S(C(F)(F)F)(=O)=O)(=[O:5])=[O:4].[C:16]([O:20][C:21]([NH:23][C@@H:24]([CH2:29][C:30]1[CH:35]=[CH:34][C:33](O)=[CH:32][CH:31]=1)[C:25]([O:27][CH3:28])=[O:26])=[O:22])([CH3:19])([CH3:18])[CH3:17].C(N(CC)CC)C.C([O-])(O)=O.[Na+], predict the reaction product. The product is: [CH3:28][O:27][C:25](=[O:26])[C@@H:24]([NH:23][C:21]([O:20][C:16]([CH3:18])([CH3:17])[CH3:19])=[O:22])[CH2:29][C:30]1[CH:35]=[CH:34][C:33]([O:6][S:3]([C:2]([F:15])([F:14])[F:1])(=[O:5])=[O:4])=[CH:32][CH:31]=1. (3) Given the reactants C(Cl)CCl.C1C=C[C:8]2[N:13](O)N=NC=2C=1.C1[C@H](N)[C@@H]([O:22][C@H:23]2[O:28][C@H:27](CN)[C@@H:26](O)[C@H:25](O)[C@H:24]2[NH2:33])[C@H](O)[C@@H](O)[C@@H]1N.Cl.C=O.C1[C@H]([NH2:46])[C@@H](O)C(O)[C@@H](O)[C@@H]1N, predict the reaction product. The product is: [NH2:33][C@H:24]([C:23]([OH:22])=[O:28])[CH2:25][C:26]1[N:13]=[CH:8][NH:46][CH:27]=1. (4) Given the reactants Cl[CH2:2][CH2:3][CH2:4][CH2:5][N:6]1[C:10]2[C:11](=[O:18])[CH2:12][N:13]([CH3:17])[S:14](=[O:16])(=[O:15])[C:9]=2[CH:8]=[CH:7]1.[F:19][C:20]1[CH:25]=[CH:24][C:23]([N:26]2[CH2:31][CH2:30][NH:29][CH2:28][CH2:27]2)=[CH:22][CH:21]=1.C(=O)([O-])[O-].[K+].[K+].[I-].[Na+], predict the reaction product. The product is: [F:19][C:20]1[CH:21]=[CH:22][C:23]([N:26]2[CH2:31][CH2:30][N:29]([CH2:2][CH2:3][CH2:4][CH2:5][N:6]3[C:10]4[C:11](=[O:18])[CH2:12][N:13]([CH3:17])[S:14](=[O:16])(=[O:15])[C:9]=4[CH:8]=[CH:7]3)[CH2:28][CH2:27]2)=[CH:24][CH:25]=1.